From a dataset of Full USPTO retrosynthesis dataset with 1.9M reactions from patents (1976-2016). Predict the reactants needed to synthesize the given product. (1) Given the product [Br:1][C:2]1[C:3]2[C:8](=[CH:7][CH:6]=[CH:5][CH:4]=2)[C:9]([C:25]2[C:34]3[C:29](=[CH:30][CH:31]=[CH:32][CH:33]=3)[C:28]([C:35]3[S:36][CH:37]=[CH:38][CH:39]=3)=[CH:27][CH:26]=2)=[C:10]2[C:15]=1[CH:14]=[CH:13][CH:12]=[CH:11]2, predict the reactants needed to synthesize it. The reactants are: [Br:1][C:2]1[C:3]2[C:8]([C:9](Br)=[C:10]3[C:15]=1[CH:14]=[CH:13][CH:12]=[CH:11]3)=[CH:7][CH:6]=[CH:5][CH:4]=2.CC1(C)C(C)(C)OB([C:25]2[C:34]3[C:29](=[CH:30][CH:31]=[CH:32][CH:33]=3)[C:28]([C:35]3[S:36][CH:37]=[CH:38][CH:39]=3)=[CH:27][CH:26]=2)O1.C([O-])([O-])=O.[Na+].[Na+].CCO. (2) Given the product [F:30][C:29]([F:32])([F:31])[S:26]([O:4][CH2:3][C:2]([F:1])([F:15])[C:5]1[CH:6]=[N:7][C:8]([C:11]([F:12])([F:13])[F:14])=[CH:9][CH:10]=1)(=[O:27])=[O:25], predict the reactants needed to synthesize it. The reactants are: [F:1][C:2]([F:15])([C:5]1[CH:6]=[N:7][C:8]([C:11]([F:14])([F:13])[F:12])=[CH:9][CH:10]=1)[CH2:3][OH:4].CCN(C(C)C)C(C)C.[O:25](S(C(F)(F)F)(=O)=O)[S:26]([C:29]([F:32])([F:31])[F:30])(=O)=[O:27]. (3) Given the product [P:2]([O-:6])([O-:5])([O-:4])=[O:3].[Ca+2:1].[P:2]([O-:6])([O-:5])([O-:4])=[O:3].[Ca+2:1].[Ca+2:1], predict the reactants needed to synthesize it. The reactants are: [Ca:1].[P:2]([O-:6])([O-:5])([O-:4])=[O:3].[OH-].[Na+]. (4) Given the product [Cl:1][C:2]1[C:20]([Cl:21])=[CH:19][C:5]([C:6]([NH:8][C:9]2[CH:18]=[CH:17][C:12]([C:13]([OH:15])=[O:14])=[CH:11][CH:10]=2)=[O:7])=[C:4]([O:30][C:27]2[CH:28]=[CH:29][C:24]([Cl:23])=[CH:25][C:26]=2[O:31][CH3:32])[CH:3]=1, predict the reactants needed to synthesize it. The reactants are: [Cl:1][C:2]1[C:20]([Cl:21])=[CH:19][C:5]([C:6]([NH:8][C:9]2[CH:18]=[CH:17][C:12]([C:13]([O:15]C)=[O:14])=[CH:11][CH:10]=2)=[O:7])=[C:4](F)[CH:3]=1.[Cl:23][C:24]1[CH:29]=[CH:28][C:27]([OH:30])=[C:26]([O:31][CH3:32])[CH:25]=1.C(=O)([O-])[O-].[K+].[K+].[OH-].[Na+]. (5) The reactants are: [NH2:1][CH2:2][CH2:3][CH2:4][C:5]1[NH:9][C:8]([C:13]2[C:17]([NH:18][C:19](=[O:28])[C:20]3[C:25]([F:26])=[CH:24][CH:23]=[CH:22][C:21]=3[F:27])=[CH:16][NH:15][N:14]=2)(C(O)=O)[NH:7][CH:6]=1.C(Cl)CCl.C1C=CC2N(O)N=NC=2C=1.CN([CH:46]=[O:47])C. Given the product [F:27][C:21]1[CH:22]=[CH:23][CH:24]=[C:25]([F:26])[C:20]=1[C:19]([NH:18][C:17]1[C:13]([C:8]2[NH:9][C:5]3[CH2:4][CH2:3][CH2:2][NH:1][C:46](=[O:47])[C:6]=3[N:7]=2)=[N:14][NH:15][CH:16]=1)=[O:28], predict the reactants needed to synthesize it. (6) The reactants are: C([O:8][N:9]1[C:12](=[O:13])[C@@H:11]([NH:14][C:15](=[O:21])[O:16][C:17]([CH3:20])([CH3:19])[CH3:18])[C:10]1([CH3:23])[CH3:22])C1C=CC=CC=1.[H][H]. Given the product [OH:8][N:9]1[C:12](=[O:13])[C@@H:11]([NH:14][C:15](=[O:21])[O:16][C:17]([CH3:19])([CH3:18])[CH3:20])[C:10]1([CH3:23])[CH3:22], predict the reactants needed to synthesize it. (7) Given the product [S:1]([O-:5])([O-:3])=[O:2].[Mg+2:4].[S:1](=[O:5])([OH:3])[O-:2].[Mg+2:4].[S:1](=[O:5])([OH:3])[O-:2], predict the reactants needed to synthesize it. The reactants are: [S:1](=[O:3])=[O:2].[Mg:4].[OH-:5].[OH-].[Mg+2].